Dataset: Forward reaction prediction with 1.9M reactions from USPTO patents (1976-2016). Task: Predict the product of the given reaction. (1) Given the reactants [F:1][C@H:2]1[C@H:7]([O:8][C:9]2[CH:10]=[CH:11][CH:12]=[C:13]3[C:18]=2[N:17]=[C:16]([C:19]2[N:23]4[CH:24]=[CH:25][C:26]([O:28][CH2:29][CH2:30][O:31][CH3:32])=[CH:27][C:22]4=[N:21][CH:20]=2)[CH:15]=[C:14]3[C:33]2[O:37][CH:36]=[N:35][CH:34]=2)[CH2:6][CH2:5][N:4](C(OC(C)(C)C)=O)[CH2:3]1.C(O)(C(F)(F)F)=O, predict the reaction product. The product is: [F:1][C@H:2]1[C@H:7]([O:8][C:9]2[CH:10]=[CH:11][CH:12]=[C:13]3[C:18]=2[N:17]=[C:16]([C:19]2[N:23]4[CH:24]=[CH:25][C:26]([O:28][CH2:29][CH2:30][O:31][CH3:32])=[CH:27][C:22]4=[N:21][CH:20]=2)[CH:15]=[C:14]3[C:33]2[O:37][CH:36]=[N:35][CH:34]=2)[CH2:6][CH2:5][NH:4][CH2:3]1. (2) Given the reactants FC(F)(F)S(O[C:7]1[C@@:11]2([CH3:28])[CH2:12][CH2:13][C@H:14]3[C@H:23]([C@@H:10]2[CH2:9][CH:8]=1)[CH2:22][CH:21]=[C:20]1[C@:15]3([CH3:27])[CH2:16][CH2:17][C:18](=[O:26])[N:19]1[CH2:24][CH3:25])(=O)=O.[CH:31]1[C:40]2[C:35](=[CH:36][CH:37]=[CH:38][CH:39]=2)[C:34](B(O)O)=[CH:33][N:32]=1.C(=O)([O-])[O-].[K+].[K+].O, predict the reaction product. The product is: [CH2:24]([N:19]1[C:20]2[C@@:15]([CH3:27])([C@H:14]3[CH2:13][CH2:12][C@@:11]4([CH3:28])[C@@H:10]([CH2:9][CH:8]=[C:7]4[C:34]4[C:35]5[C:40](=[CH:39][CH:38]=[CH:37][CH:36]=5)[CH:31]=[N:32][CH:33]=4)[C@@H:23]3[CH2:22][CH:21]=2)[CH2:16][CH2:17][C:18]1=[O:26])[CH3:25]. (3) Given the reactants [O:1]=[S:2]1(=[O:30])[CH2:7][CH2:6][N:5]([C:8]([C:10]2[NH:11][C:12]3[C:17]([CH:18]=2)=[CH:16][C:15]([C:19]([N:21]2[CH2:26][CH2:25][N:24]([CH:27]([CH3:29])[CH3:28])[CH2:23][CH2:22]2)=[O:20])=[CH:14][CH:13]=3)=[O:9])[CH2:4][CH2:3]1.[Cl:31][C:32]1[CH:33]=[C:34](B(O)O)[CH:35]=[CH:36][CH:37]=1.N1C=CC=CC=1, predict the reaction product. The product is: [Cl:31][C:32]1[CH:37]=[C:36]([N:11]2[C:12]3[C:17](=[CH:16][C:15]([C:19]([N:21]4[CH2:22][CH2:23][N:24]([CH:27]([CH3:28])[CH3:29])[CH2:25][CH2:26]4)=[O:20])=[CH:14][CH:13]=3)[CH:18]=[C:10]2[C:8]([N:5]2[CH2:6][CH2:7][S:2](=[O:1])(=[O:30])[CH2:3][CH2:4]2)=[O:9])[CH:35]=[CH:34][CH:33]=1. (4) Given the reactants [Cl:1][C:2]1[CH:7]=[CH:6][C:5]([NH2:8])=[C:4]([C:9]#[C:10][C:11]2[CH:16]=[CH:15][CH:14]=[CH:13][C:12]=2[Cl:17])[CH:3]=1.[CH2:18]([O:20][C:21](=[O:28])[CH2:22][C:23](=O)[CH:24]([CH3:26])[CH3:25])[CH3:19], predict the reaction product. The product is: [CH2:18]([O:20][C:21]([C:22]1[C:23]([CH:24]([CH3:26])[CH3:25])=[N:8][C:5]2[C:4]([C:9]=1[CH2:10][C:11]1[CH:16]=[CH:15][CH:14]=[CH:13][C:12]=1[Cl:17])=[CH:3][C:2]([Cl:1])=[CH:7][CH:6]=2)=[O:28])[CH3:19]. (5) Given the reactants [N:1]1[CH:6]=[CH:5][CH:4]=[C:3]([C:7]2[C:8]3[CH:15]=[CH:14][C:13]([OH:16])=[CH:12][C:9]=3[S:10][CH:11]=2)[CH:2]=1.[CH2:17](Br)[C:18]1[CH:23]=[CH:22][CH:21]=[CH:20][CH:19]=1.C(=O)([O-])[O-].[K+].[K+], predict the reaction product. The product is: [CH2:17]([O:16][C:13]1[CH:14]=[CH:15][C:8]2[C:7]([C:3]3[CH:2]=[N:1][CH:6]=[CH:5][CH:4]=3)=[CH:11][S:10][C:9]=2[CH:12]=1)[C:18]1[CH:23]=[CH:22][CH:21]=[CH:20][CH:19]=1. (6) The product is: [CH2:1]([O:3][C:4](=[O:12])[CH:5]([NH:13][CH2:14][CH2:15][CH2:16][CH:17]([CH2:22][CH2:23][CH2:24][NH:25][CH:6]([CH2:5][C:4]([O:3][CH2:1][CH3:2])=[O:12])[C:7]([O:9][CH2:10][CH3:11])=[O:8])[CH2:18][CH2:19][CH2:20][NH:21][CH:5]([CH2:6][C:7]([O:9][CH2:10][CH3:11])=[O:8])[C:4]([O:3][CH2:1][CH3:2])=[O:12])[CH2:6][C:7]([O:9][CH2:10][CH3:11])=[O:8])[CH3:2]. Given the reactants [CH2:1]([O:3][C:4](=[O:12])/[CH:5]=[CH:6]\[C:7]([O:9][CH2:10][CH3:11])=[O:8])[CH3:2].[NH2:13][CH2:14][CH2:15][CH2:16][CH:17]([CH2:22][CH2:23][CH2:24][NH2:25])[CH2:18][CH2:19][CH2:20][NH2:21], predict the reaction product. (7) Given the reactants CN(C=O)C.[Br:6][C:7]1[CH:12]=[CH:11][C:10]([CH2:13][OH:14])=[CH:9][CH:8]=1.C(=O)([O-])[O-].[Cs+].[Cs+].Br[CH2:22][C:23]([O:25][C:26]([CH3:29])([CH3:28])[CH3:27])=[O:24], predict the reaction product. The product is: [Br:6][C:7]1[CH:12]=[CH:11][C:10]([CH2:13][O:14][CH2:22][C:23]([O:25][C:26]([CH3:29])([CH3:28])[CH3:27])=[O:24])=[CH:9][CH:8]=1.